Dataset: NCI-60 drug combinations with 297,098 pairs across 59 cell lines. Task: Regression. Given two drug SMILES strings and cell line genomic features, predict the synergy score measuring deviation from expected non-interaction effect. (1) Drug 1: COC1=NC(=NC2=C1N=CN2C3C(C(C(O3)CO)O)O)N. Drug 2: CC1=C2C(C(=O)C3(C(CC4C(C3C(C(C2(C)C)(CC1OC(=O)C(C(C5=CC=CC=C5)NC(=O)OC(C)(C)C)O)O)OC(=O)C6=CC=CC=C6)(CO4)OC(=O)C)O)C)O. Cell line: SNB-75. Synergy scores: CSS=-1.38, Synergy_ZIP=0.316, Synergy_Bliss=-1.26, Synergy_Loewe=-8.03, Synergy_HSA=-3.80. (2) Synergy scores: CSS=2.07, Synergy_ZIP=4.17, Synergy_Bliss=-3.20, Synergy_Loewe=-21.0, Synergy_HSA=-6.97. Drug 2: CC1CCCC2(C(O2)CC(NC(=O)CC(C(C(=O)C(C1O)C)(C)C)O)C(=CC3=CSC(=N3)C)C)C. Cell line: CAKI-1. Drug 1: CC1=CC2C(CCC3(C2CCC3(C(=O)C)OC(=O)C)C)C4(C1=CC(=O)CC4)C. (3) Cell line: OVCAR-8. Drug 2: C1CC(=O)NC(=O)C1N2C(=O)C3=CC=CC=C3C2=O. Drug 1: CC(C1=C(C=CC(=C1Cl)F)Cl)OC2=C(N=CC(=C2)C3=CN(N=C3)C4CCNCC4)N. Synergy scores: CSS=9.75, Synergy_ZIP=2.31, Synergy_Bliss=11.1, Synergy_Loewe=7.21, Synergy_HSA=9.79. (4) Drug 1: C1CC(=O)NC(=O)C1N2CC3=C(C2=O)C=CC=C3N. Drug 2: CN1C2=C(C=C(C=C2)N(CCCl)CCCl)N=C1CCCC(=O)O.Cl. Cell line: UACC62. Synergy scores: CSS=5.81, Synergy_ZIP=-1.45, Synergy_Bliss=-0.463, Synergy_Loewe=0.564, Synergy_HSA=0.599. (5) Drug 1: CC1C(C(=O)NC(C(=O)N2CCCC2C(=O)N(CC(=O)N(C(C(=O)O1)C(C)C)C)C)C(C)C)NC(=O)C3=C4C(=C(C=C3)C)OC5=C(C(=O)C(=C(C5=N4)C(=O)NC6C(OC(=O)C(N(C(=O)CN(C(=O)C7CCCN7C(=O)C(NC6=O)C(C)C)C)C)C(C)C)C)N)C. Drug 2: C(CC(=O)O)C(=O)CN.Cl. Cell line: M14. Synergy scores: CSS=13.8, Synergy_ZIP=-4.89, Synergy_Bliss=-2.28, Synergy_Loewe=-0.722, Synergy_HSA=-0.362.